This data is from Forward reaction prediction with 1.9M reactions from USPTO patents (1976-2016). The task is: Predict the product of the given reaction. Given the reactants [Br:1][C:2]1[C:3]([SH:22])=[CH:4][C:5]([NH:8][C:9]2[S:10][CH:11]=[C:12]([CH2:14][CH2:15][C:16]3[CH:21]=[CH:20][CH:19]=[CH:18][CH:17]=3)[N:13]=2)=[N:6][CH:7]=1.Cl[C:24]1[CH:31]=[N:30][CH:29]=[C:28]([Cl:32])[C:25]=1[C:26]#[N:27].C([O-])([O-])=O.[Cs+].[Cs+], predict the reaction product. The product is: [Br:1][C:2]1[C:3]([S:22][C:24]2[CH:31]=[N:30][CH:29]=[C:28]([Cl:32])[C:25]=2[C:26]#[N:27])=[CH:4][C:5]([NH:8][C:9]2[S:10][CH:11]=[C:12]([CH2:14][CH2:15][C:16]3[CH:17]=[CH:18][CH:19]=[CH:20][CH:21]=3)[N:13]=2)=[N:6][CH:7]=1.